Dataset: Reaction yield outcomes from USPTO patents with 853,638 reactions. Task: Predict the reaction yield, written as a fraction of the theoretical maximum amount of product (1.0 means a 100% yield; for example, 0.34 means a 34% yield). (1) The reactants are [Cl:1][C:2]1[N:3]=[C:4](Cl)[C:5]2[CH2:10][N:9]([CH:11]([CH3:13])[CH3:12])[C:8](=[O:14])[C:6]=2[N:7]=1.[CH3:16][O:17][C:18]1[CH:23]=[CH:22][C:21]([CH2:24][C:25]([CH3:28])([NH2:27])[CH3:26])=[CH:20][CH:19]=1.C(N(C(C)C)C(C)C)C. The catalyst is ClCCCl. The product is [Cl:1][C:2]1[N:3]=[C:4]([NH:27][C:25]([CH3:28])([CH3:26])[CH2:24][C:21]2[CH:22]=[CH:23][C:18]([O:17][CH3:16])=[CH:19][CH:20]=2)[C:5]2[CH2:10][N:9]([CH:11]([CH3:13])[CH3:12])[C:8](=[O:14])[C:6]=2[N:7]=1. The yield is 1.00. (2) The reactants are [Br:1][C:2]1[N:7]=[C:6]([NH2:8])[CH:5]=[CH:4][CH:3]=1.[H-].[Na+].Br[C:12]1[C:13]2[N:14]([C:19]([C:22]([NH:24][C:25]3[CH:30]=[CH:29][N:28]=[CH:27][C:26]=3[F:31])=[O:23])=[CH:20][N:21]=2)[N:15]=[C:16]([Cl:18])[CH:17]=1. The catalyst is C1COCC1.CN(C=O)C. The product is [Br:1][C:2]1[N:7]=[C:6]([NH:8][C:12]2[C:13]3[N:14]([C:19]([C:22]([NH:24][C:25]4[CH:30]=[CH:29][N:28]=[CH:27][C:26]=4[F:31])=[O:23])=[CH:20][N:21]=3)[N:15]=[C:16]([Cl:18])[CH:17]=2)[CH:5]=[CH:4][CH:3]=1. The yield is 0.890. (3) The reactants are [CH3:1][N:2]1[CH2:7][CH2:6][N:5]([C:8]2[CH:16]=[CH:15][C:11]([C:12](O)=[O:13])=[C:10]([N:17]([CH:24]3[CH2:29][CH2:28][O:27][CH2:26][CH2:25]3)C(=O)C(F)(F)F)[CH:9]=2)[CH2:4][CH2:3]1.[H-].[H-].[H-].[H-].[Li+].[Al+3].O. The yield is 0.770. The product is [CH3:1][N:2]1[CH2:3][CH2:4][N:5]([C:8]2[CH:16]=[CH:15][C:11]([CH2:12][OH:13])=[C:10]([NH:17][CH:24]3[CH2:29][CH2:28][O:27][CH2:26][CH2:25]3)[CH:9]=2)[CH2:6][CH2:7]1. The catalyst is O1CCCC1.